This data is from Peptide-MHC class I binding affinity with 185,985 pairs from IEDB/IMGT. The task is: Regression. Given a peptide amino acid sequence and an MHC pseudo amino acid sequence, predict their binding affinity value. This is MHC class I binding data. (1) The peptide sequence is QAELTSNCTR. The MHC is HLA-A03:01 with pseudo-sequence HLA-A03:01. The binding affinity (normalized) is 0.276. (2) The peptide sequence is LEACYKRSV. The MHC is HLA-B45:06 with pseudo-sequence HLA-B45:06. The binding affinity (normalized) is 0.213. (3) The peptide sequence is ISLICGHSY. The MHC is HLA-A03:01 with pseudo-sequence HLA-A03:01. The binding affinity (normalized) is 0.0847. (4) The peptide sequence is IVNSVLLFL. The MHC is HLA-A02:02 with pseudo-sequence HLA-A02:02. The binding affinity (normalized) is 0.819.